The task is: Predict which catalyst facilitates the given reaction.. This data is from Catalyst prediction with 721,799 reactions and 888 catalyst types from USPTO. (1) Reactant: [Cl:1][C:2]1[CH:7]=[C:6](Cl)[N:5]=[C:4]2[N:9]([CH3:12])[N:10]=[CH:11][C:3]=12.[CH3:13][O:14][C:15]1[N:20]=[CH:19][C:18](B(O)O)=[CH:17][CH:16]=1.CC([O-])=O.[K+]. The catalyst class is: 12. Product: [Cl:1][C:2]1[CH:7]=[C:6]([C:18]2[CH:19]=[N:20][C:15]([O:14][CH3:13])=[CH:16][CH:17]=2)[N:5]=[C:4]2[N:9]([CH3:12])[N:10]=[CH:11][C:3]=12. (2) Reactant: Cl[C:2]1[C:7]([C:8]#[N:9])=[C:6]([NH:10][C:11]2[CH:12]=[N:13][C:14]([S:17][CH3:18])=[CH:15][CH:16]=2)[N:5]=[CH:4][N:3]=1.C(=O)([O-])[O-].[K+].[K+].Cl.[CH:26]([C:29]1[N:33]=[C:32]([CH:34]2[CH2:39][CH2:38][NH:37][CH2:36][CH2:35]2)[O:31][N:30]=1)([CH3:28])[CH3:27].C(=O)(O)[O-].[Na+]. Product: [CH:26]([C:29]1[N:33]=[C:32]([CH:34]2[CH2:39][CH2:38][N:37]([C:2]3[C:7]([C:8]#[N:9])=[C:6]([NH:10][C:11]4[CH:12]=[N:13][C:14]([S:17][CH3:18])=[CH:15][CH:16]=4)[N:5]=[CH:4][N:3]=3)[CH2:36][CH2:35]2)[O:31][N:30]=1)([CH3:28])[CH3:27]. The catalyst class is: 39. (3) Reactant: [CH3:1][O:2][C:3]1[CH:8]=[CH:7][C:6]([C@H:9]2[CH2:18][CH2:17][CH2:16][C@@H:15]3[N:10]2[C:11](=[O:19])[CH2:12][CH:13]=[CH:14]3)=[CH:5][CH:4]=1.[H][H]. Product: [CH3:1][O:2][C:3]1[CH:4]=[CH:5][C:6]([C@H:9]2[CH2:18][CH2:17][CH2:16][C@@H:15]3[N:10]2[C:11](=[O:19])[CH2:12][CH2:13][CH2:14]3)=[CH:7][CH:8]=1. The catalyst class is: 663. (4) Reactant: C(OC([N:8]1[CH2:13][CH2:12][NH:11][C@@H:10]([CH3:14])[CH2:9]1)=O)(C)(C)C.[CH:15]1([C:18]([N:20]2[CH2:25][CH2:24][C:23](=O)[CH2:22][CH2:21]2)=[O:19])[CH2:17][CH2:16]1.CO.C([BH3-])#N.[Na+]. Product: [CH:15]1([C:18]([N:20]2[CH2:25][CH2:24][CH:23]([N:11]3[CH2:12][CH2:13][NH:8][CH2:9][C@@H:10]3[CH3:14])[CH2:22][CH2:21]2)=[O:19])[CH2:16][CH2:17]1. The catalyst class is: 55.